The task is: Predict the reactants needed to synthesize the given product.. This data is from Full USPTO retrosynthesis dataset with 1.9M reactions from patents (1976-2016). (1) Given the product [CH2:5]([O:4][CH:3]([O:7][CH2:8][CH3:9])[CH2:2][NH:1][CH2:13][CH:14]([F:16])[F:15])[CH3:6], predict the reactants needed to synthesize it. The reactants are: [NH2:1][CH2:2][CH:3]([O:7][CH2:8][CH3:9])[O:4][CH2:5][CH3:6].C(O[CH:13](O)[CH:14]([F:16])[F:15])C.[OH-].[Na+].[BH4-].[Na+]. (2) Given the product [Cl:1][C:2]1[CH:3]=[C:4]([C:16]2[CH2:20][CH2:19][CH2:18][C:17]=2[C:21]2[CH:22]=[CH:23][C:24]([CH3:32])=[C:25]([CH:31]=2)[C:26]([O:28][CH2:29][CH3:30])=[O:27])[C:5](=[O:8])[NH:6][CH:7]=1, predict the reactants needed to synthesize it. The reactants are: [Cl:1][C:2]1[CH:3]=[C:4]([C:16]2[CH2:20][CH2:19][CH2:18][C:17]=2[C:21]2[CH:22]=[CH:23][C:24]([CH3:32])=[C:25]([CH:31]=2)[C:26]([O:28][CH2:29][CH3:30])=[O:27])[C:5]([O:8]CC2C=CC=CC=2)=[N:6][CH:7]=1.Br.C(=O)(O)[O-].[Na+].C(OCC)C.